From a dataset of Experimentally validated miRNA-target interactions with 360,000+ pairs, plus equal number of negative samples. Binary Classification. Given a miRNA mature sequence and a target amino acid sequence, predict their likelihood of interaction. (1) The miRNA is hsa-miR-548g-5p with sequence UGCAAAAGUAAUUGCAGUUUUUG. The protein sequence of the target gene is MAWPLCTLLLLLATQAVALAWSPQEEDRIIEGGIYDADLNDERVQRALHFVISEYNKATEDEYYRRLLRVLRAREQIVGGVNYFFDIEVGRTICTKSQPNLDTCAFHEQPELQKKQLCSFQIYEVPWEDRMSLVNSRCQEA. Result: 0 (no interaction). (2) The miRNA is hsa-miR-1278 with sequence UAGUACUGUGCAUAUCAUCUAU. The protein sequence of the target gene is MAETDPKTMQDITLVVETLLQQMQDKFQIMSDQIIGRIDDMSSRIDDLEKNIADLMTQAGVEELDPENKIPTAQKS. Result: 0 (no interaction). (3) The miRNA is hsa-miR-3960 with sequence GGCGGCGGCGGAGGCGGGGG. The protein sequence of the target gene is MCRIAGAPRTLLPLLAALLQASVEASGEIALCKTGFPEDVYSAVLPKDVHEGQPLLNVKFSNCNRKRKVQYESSEPADFKVDEDGTVYAVRSFPLTAEQAKFLIYAQDKETQEKWQVAVNLSREPTLTEEPMKEPHEIEEIVFPRQLAKHSGALQRQKRDWVIPPINLPENSRGPFPQELVRIRSDRDKNLSLRYSVTGPGADQPPTGIFIINPISGQLSVTKPLDRELIARFHLRAHAVDINGNQVENPIDIVINVIDMNDNRPEFLHQVWNGSVPEGSKPGTYVMTVTAIDADDPNAL.... Result: 0 (no interaction). (4) The miRNA is hsa-miR-485-5p with sequence AGAGGCUGGCCGUGAUGAAUUC. The protein sequence of the target gene is MELEGRGAGGVAGGPAAGPGRSPGESALLDGWLQRGVGRGAGGGEAGACRPPVRQDPDSGPDYEALPAGATVTTHMVAGAVAGILEHCVMYPIDCVKTRMQSLQPDPAARYRNVLEALWRIIRTEGLWRPMRGLNVTATGAGPAHALYFACYEKLKKTLSDVIHPGGNSHIANGAAGCVATLLHDAAMNPAEVVKQRMQMYNSPYHRVTDCVRAVWQNEGAGAFYRSYTTQLTMNVPFQAIHFMTYEFLQEHFNPQRRYNPSSHVLSGACAGAVAAAATTPLDVCKTLLNTQESLALNSH.... Result: 0 (no interaction). (5) The miRNA is hsa-miR-6833-5p with sequence GUGUGGAAGAUGGGAGGAGAAA. The protein sequence of the target gene is MADEALFLLLHNEMVSGVYKSAEQGEVENGRCVTKLESMGFRVGQGLIERFTKDTARFKDELDIMKFICKDFWTTVFKKQIDNLRTNHQGIYVLQDNKFRLLIQLSAGKQYLEHASKYLAFTCGLIRGGLSNLGIKSIVTAEVSSMPACKFQVMIQKL. Result: 0 (no interaction). (6) The miRNA is mmu-miR-590-5p with sequence GAGCUUAUUCAUAAAAGUGCAG. The protein sequence of the target gene is MAADQRPKADTLALRQRLISSSCRLFFPEDPVKIVRAQGQYMYDEQGAEYIDCISNVAHVGHCHPLVVQAAHEQNQVLNTNSRYLHDNIVDYAQRLSETLPEQLCVFYFLNSGSEANDLALRLARHYTGHQDVVVLDHAYHGHLSSLIDISPYKFRNLDGQKEWVHVAPLPDTYRGPYREDHPNPAMAYANEVKRVVSSAQEKGRKIAAFFAESLPSVGGQIIPPAGYFSQVAEHIRKAGGVFVADEIQVGFGRVGKHFWAFQLQGKDFVPDIVTMGKSIGNGHPVACVAATQPVARAFE.... Result: 0 (no interaction). (7) The miRNA is mmu-miR-3093-5p with sequence CGCACCCCGCGGAGCUCACACU. The protein sequence of the target gene is MYTFVVRDENSSVYAEVSRLLLATGYWKRLRRDNPRFNLMLGERNRLPFGRLGHEPGLAQLVNYYRGADKLCRKASLVKLVKTSPELSESCSWFPESYVIYPTNLKTPVAPAQNGIQLPVSNSRTDEREFFLASYNRKKEDGEGNVWIAKSSAGAKGEGILISSEASELLDFIDSQGQVHVIQKYLERPLLLEPGHRKFDIRSWVLVDHQYNIYLYREGVLRTASEPYHVDNFQDKTCHLTNHCIQKEYSKNYGKYEEGNEMFFEEFNQYLTSALNITLESSILLQIKHIIRSCLMSVEP.... Result: 1 (interaction). (8) The miRNA is hsa-miR-6870-5p with sequence UGGGGGAGAUGGGGGUUGA. The protein sequence of the target gene is MENHLGENHRRCTLQKRNVTRELKKGKHTMYALKRVKKIYIRVHEITQIDNQTYQCLEREQNFCENLARMCERTYTEEKPYRCDMCEKTFIQSSDLISHQRIHNYEKPYKCSKCEKSFWHHLALSGHQRTHAGKKFYTCDICGKNFGQSSDLLVHQRSHTGEKPYLCNECDKCFSRSTNLIRHRRTHTGEKPFKCLECEKAFSGKSDLISHQRTHTGERPYKCNKCEKSYRHRSAFIVHKRVHTGEKPYKCGACEKCFGQKSDLIVHQRVHTGEKPYKCLECMRSFTRSANLIRHQATHT.... Result: 0 (no interaction). (9) The miRNA is mmu-miR-714 with sequence CGACGAGGGCCGGUCGGUCGC. The protein sequence of the target gene is MSAAGLLAPAPAPAAAPAAPEYYPEDEEELESAEDDERSCRGRESDEDTEDASETDLAKHDEEDYVEMKEQMYQDKLASLKRQLQQLQEGTLQEYQKRMKKLDQQYRERIRNAELFLQLETEQVERNYIKEKKAAVKEFEDKKVELKENLIAELEEKKKMIENEKLTMELTGDSMEVKPIMTRKLRRRPNDPVPIPDKRRKPAPAQLNYLLTDEQIMEDLRTLNKLKSPKRPASPSSPEHLPATPAESPAQRFEARIEDGKLYYDKRWYHKSQAIYLESKDNQKLSCVISSVGANEIWVR.... Result: 0 (no interaction). (10) Result: 1 (interaction). The miRNA is mmu-miR-5127 with sequence UCUCCCAACCCUUUUCCCA. The protein sequence of the target gene is MLGLTQHAQKVWRMKPFSPEVSPGSSPATAGHLLRISTLFLTLLELAQVCRGSVVSNRPFITVWNGDTHWCLTEYGVDVDVSVFDVVANKEQSFQGSNMTIFYREELGTYPYYTPTGEPVFGGLPQNASLVTHLAHTFQDIKAAMPEPDFSGLAVIDWEAWRPRWAFNWDSKDIYRQRSMELVQAEHPDWPETLVEAAAKNQFQEAAEAWMAGTLQLGQVLRPRGLWGYYGFPDCYNNDFLSLNYTGQCPVFVRDQNDQLGWLWNQSYALYPSIYLPAALMGTEKSQMYVRHRVQEALRV....